From a dataset of Catalyst prediction with 721,799 reactions and 888 catalyst types from USPTO. Predict which catalyst facilitates the given reaction. (1) Reactant: [H-].[Na+].C(OP([CH2:11][C:12]([O:14][CH2:15][CH3:16])=[O:13])(OCC)=O)C.[Br:17][C:18]1[CH:19]=[CH:20][C:21]([N:26]2[CH2:30][CH2:29][CH:28]([CH3:31])[CH2:27]2)=[C:22]([CH:25]=1)[CH:23]=O.O. Product: [Br:17][C:18]1[CH:19]=[CH:20][C:21]([N:26]2[CH2:30][CH2:29][CH:28]([CH3:31])[CH2:27]2)=[C:22](/[CH:23]=[CH:11]/[C:12]([O:14][CH2:15][CH3:16])=[O:13])[CH:25]=1. The catalyst class is: 11. (2) Reactant: [N+:1]([C:4]1[CH:11]=[CH:10][C:7]([CH:8]=[O:9])=[CH:6][CH:5]=1)([O-:3])=[O:2].N#N.[CH3:14][C:15]([CH3:17])=[O:16]. Product: [OH:9][CH:8]([C:7]1[CH:6]=[CH:5][C:4]([N+:1]([O-:3])=[O:2])=[CH:11][CH:10]=1)[CH2:14][C:15](=[O:16])[CH3:17]. The catalyst class is: 6. (3) Reactant: [CH:1]1[CH:6]=[CH:5][C:4]([O:7][C:8](Cl)=[S:9])=[CH:3][CH:2]=1.N1C=CC=CC=1.[OH:17][N:18]1[C:24](=[O:25])[N:23]2[CH2:26][C@H:19]1[CH2:20][CH2:21][C@H:22]2[C:27]([NH:29][CH:30]1[CH2:35][CH2:34][N:33]([C:36]([O:38][C:39]([CH3:42])([CH3:41])[CH3:40])=[O:37])[CH2:32][CH2:31]1)=[O:28]. Product: [O:25]=[C:24]1[N:23]2[CH2:26][C@@H:19]([CH2:20][CH2:21][C@H:22]2[C:27]([NH:29][CH:30]2[CH2:31][CH2:32][N:33]([C:36]([O:38][C:39]([CH3:41])([CH3:40])[CH3:42])=[O:37])[CH2:34][CH2:35]2)=[O:28])[N:18]1[O:17][C:8]([O:7][C:4]1[CH:5]=[CH:6][CH:1]=[CH:2][CH:3]=1)=[S:9]. The catalyst class is: 112. (4) Reactant: [N:1]1([C:6]2[CH:14]=[CH:13][CH:12]=[CH:11][C:7]=2[C:8](O)=[O:9])[CH:5]=[N:4][N:3]=[N:2]1.[Cl-].[NH4+].Cl.C[N:19](C)CCCN=C=NCC.ON1C2N=CC=CC=2N=N1.C(N(C(C)C)CC)(C)C. Product: [N:1]1([C:6]2[CH:14]=[CH:13][CH:12]=[CH:11][C:7]=2[C:8]([NH2:19])=[O:9])[CH:5]=[N:4][N:3]=[N:2]1. The catalyst class is: 35. (5) Reactant: [CH3:1][O:2][C:3]1[CH:8]=[C:7]([CH3:9])[C:6]([S:10](Cl)(=[O:12])=[O:11])=[C:5]([CH3:14])[CH:4]=1.[CH:15]1([CH2:24][OH:25])[NH:20][CH2:19][CH2:18][N:17]2[CH:21]=[CH:22][CH:23]=[C:16]12. Product: [CH3:1][O:2][C:3]1[CH:8]=[C:7]([CH3:9])[C:6]([S:10]([N:20]2[CH2:19][CH2:18][N:17]3[CH:21]=[CH:22][CH:23]=[C:16]3[CH:15]2[CH2:24][OH:25])(=[O:12])=[O:11])=[C:5]([CH3:14])[CH:4]=1. The catalyst class is: 2. (6) Reactant: [CH2:1]([O:8][C:9]1[CH:14]=[CH:13][CH:12]=[CH:11][C:10]=1[OH:15])[C:2]1[CH:7]=[CH:6][CH:5]=[CH:4][CH:3]=1.[H-].[Na+].Br[CH2:19][CH2:20][O:21][CH:22]1[CH2:27][CH2:26][CH2:25][CH2:24][O:23]1.O. Product: [CH2:1]([O:8][C:9]1[CH:14]=[CH:13][CH:12]=[CH:11][C:10]=1[O:15][CH2:19][CH2:20][O:21][CH:22]1[CH2:27][CH2:26][CH2:25][CH2:24][O:23]1)[C:2]1[CH:3]=[CH:4][CH:5]=[CH:6][CH:7]=1. The catalyst class is: 9.